Task: Predict the reaction yield, written as a fraction of the theoretical maximum amount of product (1.0 means a 100% yield; for example, 0.34 means a 34% yield).. Dataset: Reaction yield outcomes from USPTO patents with 853,638 reactions The reactants are [CH:1]([C@H:14]1[O:19][CH2:18][C@@H:17]([NH2:20])[CH2:16][CH2:15]1)([C:8]1[CH:13]=[CH:12][CH:11]=[CH:10][CH:9]=1)[C:2]1[CH:7]=[CH:6][CH:5]=[CH:4][CH:3]=1.[Cl:21][C:22]1[CH:23]=[C:24]([CH:27]=[CH:28][C:29]=1[Cl:30])[CH:25]=O.C(O)(=O)C.[BH3-]C#N.[Na+]. The catalyst is ClCCCl.CO. The product is [CH:1]([C@H:14]1[O:19][CH2:18][C@@H:17]([NH:20][CH2:25][C:24]2[CH:27]=[CH:28][C:29]([Cl:30])=[C:22]([Cl:21])[CH:23]=2)[CH2:16][CH2:15]1)([C:8]1[CH:13]=[CH:12][CH:11]=[CH:10][CH:9]=1)[C:2]1[CH:3]=[CH:4][CH:5]=[CH:6][CH:7]=1. The yield is 0.750.